This data is from Forward reaction prediction with 1.9M reactions from USPTO patents (1976-2016). The task is: Predict the product of the given reaction. (1) Given the reactants [C:1]([O:5][C:6]([N:8]1[CH:15]2[CH:11]([C:12]([C:16]#[CH:17])=[N:13][O:14]2)[CH2:10][CH2:9]1)=[O:7])([CH3:4])([CH3:3])[CH3:2].[C:18]([O-])(=O)[CH3:19].[Na+].O, predict the reaction product. The product is: [C:1]([O:5][C:6]([N:8]1[CH:15]2[CH:11]([C:12]([C:16]#[C:17][C:9]3[CH:10]=[CH:11][CH:12]=[C:18]([CH3:19])[N:8]=3)=[N:13][O:14]2)[CH2:10][CH2:9]1)=[O:7])([CH3:4])([CH3:3])[CH3:2]. (2) Given the reactants Br[C:2]1[CH:3]=[N:4][C:5]2[C:10]([CH:11]=1)=[CH:9][C:8]([S:12][C:13]1[N:17]3[N:18]=[C:19]([CH3:22])[CH:20]=[CH:21][C:16]3=[N:15][N:14]=1)=[CH:7][CH:6]=2.[CH2:23]([N:25]1[CH:29]=[C:28](B2OC(C)(C)C(C)(C)O2)[CH:27]=[N:26]1)[CH3:24].C([O-])([O-])=O.[K+].[K+].O1CCOCC1, predict the reaction product. The product is: [CH2:23]([N:25]1[CH:29]=[C:28]([C:2]2[CH:3]=[N:4][C:5]3[C:10]([CH:11]=2)=[CH:9][C:8]([S:12][C:13]2[N:17]4[N:18]=[C:19]([CH3:22])[CH:20]=[CH:21][C:16]4=[N:15][N:14]=2)=[CH:7][CH:6]=3)[CH:27]=[N:26]1)[CH3:24]. (3) Given the reactants [CH3:1][C:2]1([CH3:17])[O:7][C:6]2[CH:8]=[C:9]3[C:14](=[CH:15][C:5]=2[CH2:4][O:3]1)[CH:13]=[CH:12][CH:11]=[C:10]3[OH:16].C(Cl)Cl.[S:21](O[S:21]([C:24]([F:27])([F:26])[F:25])(=[O:23])=[O:22])([C:24]([F:27])([F:26])[F:25])(=[O:23])=[O:22].C(OCC)(=O)C, predict the reaction product. The product is: [F:25][C:24]([F:27])([F:26])[S:21]([O:16][C:10]1[C:9]2[C:14](=[CH:15][C:5]3[CH2:4][O:3][C:2]([CH3:17])([CH3:1])[O:7][C:6]=3[CH:8]=2)[CH:13]=[CH:12][CH:11]=1)(=[O:23])=[O:22]. (4) Given the reactants [F:1][C:2]1[CH:7]=[CH:6][C:5]([S:8](Cl)(=[O:10])=[O:9])=[CH:4][CH:3]=1.[C:12]([C:14]1[C:15]([C:30]2[CH:35]=[CH:34][C:33]([C:36]([F:39])([F:38])[F:37])=[CH:32][CH:31]=2)=[CH:16][C:17]([CH2:20][NH:21][C:22]([C@@H:24]2[CH2:28][C@@H:27]([F:29])[CH2:26][NH:25]2)=[O:23])=[N:18][CH:19]=1)#[N:13], predict the reaction product. The product is: [C:12]([C:14]1[C:15]([C:30]2[CH:35]=[CH:34][C:33]([C:36]([F:38])([F:39])[F:37])=[CH:32][CH:31]=2)=[CH:16][C:17]([CH2:20][NH:21][C:22]([C@@H:24]2[CH2:28][C@@H:27]([F:29])[CH2:26][N:25]2[S:8]([C:5]2[CH:6]=[CH:7][C:2]([F:1])=[CH:3][CH:4]=2)(=[O:10])=[O:9])=[O:23])=[N:18][CH:19]=1)#[N:13]. (5) Given the reactants [Cl:1][C:2]1[CH:9]=[C:8]([F:10])[CH:7]=[CH:6][C:3]=1[CH:4]=O.[CH3:11][NH2:12].[BH4-].[Na+], predict the reaction product. The product is: [CH3:11][NH:12][CH2:4][C:3]1[CH:6]=[CH:7][C:8]([F:10])=[CH:9][C:2]=1[Cl:1].